This data is from Reaction yield outcomes from USPTO patents with 853,638 reactions. The task is: Predict the reaction yield, written as a fraction of the theoretical maximum amount of product (1.0 means a 100% yield; for example, 0.34 means a 34% yield). (1) The yield is 0.500. The catalyst is CCOC(C)=O.CO.C(Cl)(Cl)Cl. The product is [CH2:25]([O:28][C:29]1[C:30]([I:47])=[CH:31][C:32]2[CH:38]([CH3:39])[CH2:37][NH:36][CH2:35][CH2:34][C:33]=2[N:46]=1)[CH:26]=[CH2:27]. The reactants are IC1C(O)=NC2CCN(C(=O)C(F)(F)F)CC(C)C=2C=1.C(Br)C=C.[CH2:25]([O:28][C:29]1[C:30]([I:47])=[CH:31][C:32]2[CH:38]([CH3:39])[CH2:37][N:36](C(=O)C(F)(F)F)[CH2:35][CH2:34][C:33]=2[N:46]=1)[CH:26]=[CH2:27].C([O-])([O-])=O.[K+].[K+]. (2) The reactants are [NH2:1][C@H:2]1[CH2:7][CH2:6][C@H:5]([NH2:8])[CH2:4][CH2:3]1.[C:9](O[C:9]([O:11][C:12]([CH3:15])([CH3:14])[CH3:13])=[O:10])([O:11][C:12]([CH3:15])([CH3:14])[CH3:13])=[O:10].C1C=C2C(C(O)(O)C(=O)C2=CC=1)=O. The catalyst is CO.C(Cl)(Cl)Cl. The product is [CH3:13][C:12]([O:11][C:9]([NH:1][CH:2]1[CH2:7][CH2:6][CH:5]([NH2:8])[CH2:4][CH2:3]1)=[O:10])([CH3:15])[CH3:14]. The yield is 0.277. (3) The reactants are [CH2:1]([N:8]1[CH2:13][CH2:12][C:11]([C:15]2[CH:20]=[CH:19][C:18]([CH2:21][CH2:22][O:23]C3CCCCO3)=[CH:17][CH:16]=2)([OH:14])[CH2:10][CH2:9]1)[C:2]1[CH:7]=[CH:6][CH:5]=[CH:4][CH:3]=1.Cl.C(=O)([O-])O.[Na+]. The catalyst is CO. The product is [CH2:1]([N:8]1[CH2:13][CH2:12][C:11]([C:15]2[CH:16]=[CH:17][C:18]([CH2:21][CH2:22][OH:23])=[CH:19][CH:20]=2)([OH:14])[CH2:10][CH2:9]1)[C:2]1[CH:3]=[CH:4][CH:5]=[CH:6][CH:7]=1. The yield is 0.840. (4) The reactants are [CH3:1][N:2]([C:22]1[CH:27]=[CH:26][CH:25]=[CH:24][CH:23]=1)[C:3](=[O:21])[CH2:4][N:5]1[C:9]2[CH:10]=[C:11]([C:14]3[CH:19]=[CH:18][CH:17]=[CH:16][CH:15]=3)[CH:12]=[CH:13][C:8]=2[NH:7][C:6]1=[O:20].[CH2:28](O)[CH2:29][CH2:30][CH3:31].C1(P(C2C=CC=CC=2)C2C=CC=CC=2)C=CC=CC=1.N(C(OCC)=O)=NC(OCC)=O. The catalyst is O1CCCC1. The product is [CH2:28]([N:7]1[C:8]2[CH:13]=[CH:12][C:11]([C:14]3[CH:19]=[CH:18][CH:17]=[CH:16][CH:15]=3)=[CH:10][C:9]=2[N:5]([CH2:4][C:3]([N:2]([CH3:1])[C:22]2[CH:27]=[CH:26][CH:25]=[CH:24][CH:23]=2)=[O:21])[C:6]1=[O:20])[CH2:29][CH2:30][CH3:31]. The yield is 0.630. (5) The reactants are Cl[C:2]1[N:7]=[C:6]([NH:8][C:9]2[CH:18]=[CH:17][CH:16]=[CH:15][C:10]=2[C:11]([NH:13][CH3:14])=[O:12])[C:5]([CH3:19])=[CH:4][N:3]=1.[CH2:20]([N:22]1[CH2:28][CH2:27][C:26]2[CH:29]=[C:30]([NH2:33])[CH:31]=[CH:32][C:25]=2[CH2:24][CH2:23]1)[CH3:21].Cl. The catalyst is O1CCOCC1.C(O)(C)C. The product is [CH2:20]([N:22]1[CH2:28][CH2:27][C:26]2[CH:29]=[C:30]([NH:33][C:2]3[N:7]=[C:6]([NH:8][C:9]4[CH:18]=[CH:17][CH:16]=[CH:15][C:10]=4[C:11]([NH:13][CH3:14])=[O:12])[C:5]([CH3:19])=[CH:4][N:3]=3)[CH:31]=[CH:32][C:25]=2[CH2:24][CH2:23]1)[CH3:21]. The yield is 0.390. (6) The reactants are [C:1]([C:5]1[C:13]2[C:8](=[CH:9][C:10]([N+:14]([O-])=O)=[CH:11][CH:12]=2)[NH:7][CH:6]=1)([CH3:4])([CH3:3])[CH3:2]. The catalyst is C(O)C.[Ni]. The product is [C:1]([C:5]1[C:13]2[C:8](=[CH:9][C:10]([NH2:14])=[CH:11][CH:12]=2)[NH:7][CH:6]=1)([CH3:4])([CH3:2])[CH3:3]. The yield is 0.773.